From a dataset of Catalyst prediction with 721,799 reactions and 888 catalyst types from USPTO. Predict which catalyst facilitates the given reaction. (1) Reactant: Cl[C:2]1[S:22][C:5]2=[N:6][C:7]([CH2:11][N:12]3[C:16]([Cl:17])=[CH:15][C:14]([C:18]([F:21])([F:20])[F:19])=[N:13]3)=[CH:8][C:9](=[O:10])[N:4]2[C:3]=1[C:23]([NH:25][CH2:26][CH3:27])=[O:24].[CH:28](B1OC(C)(C)C(C)(C)O1)=[CH2:29].C(=O)([O-])[O-].[Na+].[Na+]. Product: [Cl:17][C:16]1[N:12]([CH2:11][C:7]2[N:6]=[C:5]3[S:22][C:2]([CH:28]=[CH2:29])=[C:3]([C:23]([NH:25][CH2:26][CH3:27])=[O:24])[N:4]3[C:9](=[O:10])[CH:8]=2)[N:13]=[C:14]([C:18]([F:21])([F:20])[F:19])[CH:15]=1. The catalyst class is: 38. (2) Reactant: C(C1C(=O)C(Cl)=C(Cl)C(=O)C=1C#N)#N.[CH2:15]([O:17][C:18](=[O:59])[C:19]1[CH:24]=[C:23]([C:25]#[N:26])[C:22]([N:27]2[CH2:32][CH2:31][CH:30]([C:33](=[O:45])[NH:34][S:35]([CH2:38][C:39]3[CH:44]=[CH:43][CH:42]=[CH:41][CH:40]=3)(=[O:37])=[O:36])[CH2:29][CH2:28]2)=[N:21][C:20]=1[CH2:46][O:47]CC1C=CC(OC)=C(OC)C=1)[CH3:16]. Product: [CH2:15]([O:17][C:18](=[O:59])[C:19]1[CH:24]=[C:23]([C:25]#[N:26])[C:22]([N:27]2[CH2:32][CH2:31][CH:30]([C:33](=[O:45])[NH:34][S:35]([CH2:38][C:39]3[CH:40]=[CH:41][CH:42]=[CH:43][CH:44]=3)(=[O:36])=[O:37])[CH2:29][CH2:28]2)=[N:21][C:20]=1[CH2:46][OH:47])[CH3:16]. The catalyst class is: 34. (3) Reactant: Br[C:2]1[CH:7]=[CH:6][C:5](B(O)O)=[CH:4][CH:3]=1.Br[C:12]1[C:25]2[C:16](=[CH:17][CH:18]=[C:19]3[C:24]=2[N:23]=[CH:22][CH:21]=[CH:20]3)[CH:15]=[CH:14][CH:13]=1.C([O-])(O)=O.[Na+].[CH2:31]([CH2:34]OC)OC. Product: [N:23]1[C:24]2[C:19](=[CH:18][CH:17]=[C:16]3[CH:15]=[CH:14][CH:13]=[C:12]([C:2]4[CH:7]=[CH:6][C:5]([N:23]([C:24]5[CH:25]=[CH:16][C:17]([C:34]6[CH:31]=[CH:15][CH:14]=[CH:13][CH:12]=6)=[CH:18][CH:19]=5)[C:2]5[CH:7]=[CH:6][C:5]6[C:7]7[C:2](=[CH:3][CH:4]=[CH:5][CH:6]=7)[C:21]([CH3:22])([CH3:20])[C:4]=6[CH:3]=5)=[CH:4][CH:3]=4)[C:25]3=2)[CH:20]=[CH:21][CH:22]=1. The catalyst class is: 73.